Dataset: Forward reaction prediction with 1.9M reactions from USPTO patents (1976-2016). Task: Predict the product of the given reaction. Given the reactants [CH3:1][N:2]1[CH2:10][C:9]2[C:4](=[CH:5][CH:6]=[C:7]([N+:11]([O-])=O)[CH:8]=2)[C:3]1=[O:14].[H][H], predict the reaction product. The product is: [NH2:11][C:7]1[CH:8]=[C:9]2[C:4](=[CH:5][CH:6]=1)[C:3](=[O:14])[N:2]([CH3:1])[CH2:10]2.